Predict the reaction yield, written as a fraction of the theoretical maximum amount of product (1.0 means a 100% yield; for example, 0.34 means a 34% yield). From a dataset of Reaction yield outcomes from USPTO patents with 853,638 reactions. The reactants are [OH:1][C:2]1[CH:12]=[CH:11][C:5]([C:6]([O:8][CH2:9][CH3:10])=[O:7])=[CH:4][CH:3]=1.C(=O)([O-])[O-].[K+].[K+].[CH3:19][C:20]([CH3:24])=[CH:21][CH2:22]Cl. The catalyst is C(#N)C. The product is [CH3:19][C:20]([CH3:24])=[CH:21][CH2:22][O:1][C:2]1[CH:3]=[CH:4][C:5]([C:6]([O:8][CH2:9][CH3:10])=[O:7])=[CH:11][CH:12]=1. The yield is 0.950.